From a dataset of Peptide-MHC class II binding affinity with 134,281 pairs from IEDB. Regression. Given a peptide amino acid sequence and an MHC pseudo amino acid sequence, predict their binding affinity value. This is MHC class II binding data. (1) The peptide sequence is KDFTFVCPTEIVEFAKQ. The MHC is DRB1_1502 with pseudo-sequence DRB1_1502. The binding affinity (normalized) is 0. (2) The peptide sequence is KVERQWIPSVCFSTL. The MHC is DRB1_1101 with pseudo-sequence DRB1_1101. The binding affinity (normalized) is 0.472.